From a dataset of Reaction yield outcomes from USPTO patents with 853,638 reactions. Predict the reaction yield, written as a fraction of the theoretical maximum amount of product (1.0 means a 100% yield; for example, 0.34 means a 34% yield). The reactants are [CH:1]1([C:4]2[N:8](CC3C=CC(OC)=CC=3)[N:7]=[C:6]([C:18]3[N:23]=[C:22]([NH:24][C:25]4[CH:30]=[CH:29][N:28]=[CH:27][CH:26]=4)[C:21]([O:31][CH3:32])=[CH:20][N:19]=3)[C:5]=2[CH3:33])[CH2:3][CH2:2]1.FC(F)(F)C(O)=O.FC(F)(F)S(O)(=O)=O.[OH-].[Na+]. The catalyst is ClCCCl. The product is [CH:1]1([C:4]2[NH:8][N:7]=[C:6]([C:18]3[N:23]=[C:22]([NH:24][C:25]4[CH:30]=[CH:29][N:28]=[CH:27][CH:26]=4)[C:21]([O:31][CH3:32])=[CH:20][N:19]=3)[C:5]=2[CH3:33])[CH2:3][CH2:2]1. The yield is 0.990.